Dataset: Catalyst prediction with 721,799 reactions and 888 catalyst types from USPTO. Task: Predict which catalyst facilitates the given reaction. (1) Reactant: C[O:2][C:3]1[N:4]=[N:5][CH:6]=[CH:7][C:8]=1[CH2:9][N:10]1[C:18](=[O:19])[C:17]2[C:12](=[CH:13][CH:14]=[CH:15][CH:16]=2)[C:11]1=[O:20].Cl. Product: [O:2]=[C:3]1[C:8]([CH2:9][N:10]2[C:11](=[O:20])[C:12]3[C:17](=[CH:16][CH:15]=[CH:14][CH:13]=3)[C:18]2=[O:19])=[CH:7][CH:6]=[N:5][NH:4]1. The catalyst class is: 12. (2) Reactant: [Cl:1][C:2]1[CH:9]=[C:8]([CH:10]=O)[C:7]([Cl:12])=[CH:6][C:3]=1[CH:4]=[O:5].[Br-].[C:14]([O:18][C:19](=[O:40])[CH2:20][P+](C1C=CC=CC=1)(C1C=CC=CC=1)C1C=CC=CC=1)([CH3:17])([CH3:16])[CH3:15].[OH-].[Na+]. Product: [Cl:12][C:7]1[CH:6]=[C:3]([CH:4]=[O:5])[C:2]([Cl:1])=[CH:9][C:8]=1[CH:10]=[CH:20][C:19]([O:18][C:14]([CH3:17])([CH3:16])[CH3:15])=[O:40]. The catalyst class is: 46. (3) Reactant: Br[CH2:2][CH2:3][C:4]1[S:5][CH:6]=[CH:7][C:8]=1[CH2:9]Br.[Cl:11][C:12]1[CH:19]=[CH:18][CH:17]=[CH:16][C:13]=1[CH2:14][NH2:15].C(N(C(C)C)CC)(C)C.CCCCCC. Product: [Cl:11][C:12]1[CH:19]=[CH:18][CH:17]=[CH:16][C:13]=1[CH2:14][N:15]1[CH2:2][CH2:3][C:4]2[S:5][CH:6]=[CH:7][C:8]=2[CH2:9]1. The catalyst class is: 115. (4) Reactant: [Si:1]([O:18][CH2:19][C@@H:20]1[C@H:24]2[O:25][C:26]([CH3:29])([CH3:28])[O:27][C@H:23]2[CH:22]([C:30](=[CH:33]O)[C:31]#[N:32])[O:21]1)([C:14]([CH3:17])([CH3:16])[CH3:15])([C:8]1[CH:13]=[CH:12][CH:11]=[CH:10][CH:9]=1)[C:2]1[CH:7]=[CH:6][CH:5]=[CH:4][CH:3]=1.[NH2:35][NH:36][C:37]([NH2:39])=[S:38].CC(O)=O.O. Product: [Si:1]([O:18][CH2:19][C@@H:20]1[C@H:24]2[O:25][C:26]([CH3:29])([CH3:28])[O:27][C@H:23]2[CH:22]([C:30]([C:31]#[N:32])=[CH:33][NH:35][NH:36][C:37](=[S:38])[NH2:39])[O:21]1)([C:14]([CH3:17])([CH3:15])[CH3:16])([C:8]1[CH:13]=[CH:12][CH:11]=[CH:10][CH:9]=1)[C:2]1[CH:7]=[CH:6][CH:5]=[CH:4][CH:3]=1. The catalyst class is: 14. (5) Reactant: N#N.C[O:4][C:5](=[O:29])[C:6]1[CH:11]=[CH:10][C:9]([NH:12][C:13](=[O:28])[CH2:14][CH2:15][C:16]2[CH:21]=[C:20]([O:22]C)[C:19]([O:24]C)=[C:18]([O:26]C)[CH:17]=2)=[CH:8][CH:7]=1.B(Br)(Br)Br.[Cl-].[Na+].O.CCOC(C)=O. Product: [OH:22][C:20]1[CH:21]=[C:16]([CH2:15][CH2:14][C:13]([NH:12][C:9]2[CH:10]=[CH:11][C:6]([C:5]([OH:29])=[O:4])=[CH:7][CH:8]=2)=[O:28])[CH:17]=[C:18]([OH:26])[C:19]=1[OH:24]. The catalyst class is: 61. (6) Reactant: [O:1]=[C:2]1[CH2:11][CH2:10][C:9]2[C:4](=[CH:5][C:6]([O:12][CH2:13][C:14]3[CH:26]=[CH:25][C:17]([C:18]([O:20]C(C)(C)C)=[O:19])=[CH:16][CH:15]=3)=[CH:7][CH:8]=2)[NH:3]1.[Br:27]Br.[Br-].[K+]. Product: [Br:27][C:7]1[CH:8]=[C:9]2[C:4](=[CH:5][C:6]=1[O:12][CH2:13][C:14]1[CH:26]=[CH:25][C:17]([C:18]([OH:20])=[O:19])=[CH:16][CH:15]=1)[NH:3][C:2](=[O:1])[CH2:11][CH2:10]2. The catalyst class is: 15. (7) Reactant: [Br:1][C:2]1[CH:3]=[C:4]2[C:9](=[CH:10][CH:11]=1)[N:8]=[CH:7][C:6](I)=[C:5]2[Cl:13].[NH:14]1[CH2:19][CH2:18][O:17][CH2:16][CH2:15]1.C1(P(C2C=CC=CC=2)C2C3OC4C(=CC=CC=4P(C4C=CC=CC=4)C4C=CC=CC=4)C(C)(C)C=3C=CC=2)C=CC=CC=1.CC(C)([O-])C.[Na+]. Product: [Br:1][C:2]1[CH:3]=[C:4]2[C:9](=[CH:10][CH:11]=1)[N:8]=[CH:7][C:6]([N:14]1[CH2:19][CH2:18][O:17][CH2:16][CH2:15]1)=[C:5]2[Cl:13]. The catalyst class is: 533.